From a dataset of Full USPTO retrosynthesis dataset with 1.9M reactions from patents (1976-2016). Predict the reactants needed to synthesize the given product. (1) Given the product [N+:20]([C:23]1[CH:24]=[C:25]([S:29]([CH2:32][CH2:33][O:9][C:8](=[O:10])[C:7]2[CH:11]=[CH:12][CH:13]=[C:5]([S:2]([Cl:1])(=[O:4])=[O:3])[CH:6]=2)(=[O:31])=[O:30])[CH:26]=[CH:27][CH:28]=1)([O-:22])=[O:21], predict the reactants needed to synthesize it. The reactants are: [Cl:1][S:2]([C:5]1[CH:6]=[C:7]([CH:11]=[CH:12][CH:13]=1)[C:8]([OH:10])=[O:9])(=[O:4])=[O:3].P(Cl)(Cl)(Cl)(Cl)Cl.[N+:20]([C:23]1[CH:24]=[C:25]([S:29]([CH2:32][CH2:33]O)(=[O:31])=[O:30])[CH:26]=[CH:27][CH:28]=1)([O-:22])=[O:21]. (2) Given the product [Si:7]([O:14][CH2:15][CH2:16][CH2:17][CH2:18][CH2:19][CH2:20][CH2:21][CH2:22][CH2:23][CH2:24][CH2:25][CH2:26][CH2:27][CH2:28][C:29]1[C:38]([O:39][CH3:40])=[CH:37][C:32]([CH2:33][OH:34])=[CH:31][C:30]=1[O:41][CH3:42])([C:10]([CH3:13])([CH3:12])[CH3:11])([CH3:8])[CH3:9], predict the reactants needed to synthesize it. The reactants are: [H-].[Al+3].[Li+].[H-].[H-].[H-].[Si:7]([O:14][CH2:15][CH2:16][CH2:17][CH2:18][CH2:19][CH2:20][CH2:21][CH2:22][CH2:23][CH2:24][CH2:25][CH2:26][CH2:27][CH2:28][C:29]1[C:38]([O:39][CH3:40])=[CH:37][C:32]([C:33](OC)=[O:34])=[CH:31][C:30]=1[O:41][CH3:42])([C:10]([CH3:13])([CH3:12])[CH3:11])([CH3:9])[CH3:8].C(C(C(C([O-])=O)O)O)([O-])=O.[Na+].[Na+].